This data is from Reaction yield outcomes from USPTO patents with 853,638 reactions. The task is: Predict the reaction yield, written as a fraction of the theoretical maximum amount of product (1.0 means a 100% yield; for example, 0.34 means a 34% yield). (1) The reactants are C[O:2][CH:3](Cl)Cl.[CH2:6]([C:8]1[CH:9]=[C:10]([OH:14])[CH:11]=[CH:12][CH:13]=1)[CH3:7]. The catalyst is [Ti](Cl)(Cl)(Cl)Cl. The product is [CH2:6]([C:8]1[CH:13]=[CH:12][C:11]([CH:10]=[O:14])=[C:3]([OH:2])[CH:9]=1)[CH3:7]. The yield is 0.650. (2) The reactants are [CH3:1][O:2][C:3]([C:5]1[C:10](Br)=[CH:9][N:8]2[CH:12]=[CH:13][N:14]=[C:7]2[CH:6]=1)=[O:4].[Cl:15][C:16]1[CH:21]=[C:20]([Cl:22])[CH:19]=[CH:18][C:17]=1B(O)O.C([O-])([O-])=O.[Na+].[Na+].CCOC(C)=O. The catalyst is COCCOC.C1C=CC([P]([Pd]([P](C2C=CC=CC=2)(C2C=CC=CC=2)C2C=CC=CC=2)([P](C2C=CC=CC=2)(C2C=CC=CC=2)C2C=CC=CC=2)[P](C2C=CC=CC=2)(C2C=CC=CC=2)C2C=CC=CC=2)(C2C=CC=CC=2)C2C=CC=CC=2)=CC=1. The product is [CH3:1][O:2][C:3]([C:5]1[C:10]([C:19]2[CH:18]=[CH:17][C:16]([Cl:15])=[CH:21][C:20]=2[Cl:22])=[CH:9][N:8]2[CH:12]=[CH:13][N:14]=[C:7]2[CH:6]=1)=[O:4]. The yield is 0.770. (3) The reactants are [Si:1]([O:8][CH2:9][C@H:10]([CH2:26][CH2:27][CH2:28][OH:29])[CH2:11][C@H:12]1[CH2:16][O:15][C:14]([CH3:18])([CH3:17])[N:13]1[C:19]([O:21][C:22]([CH3:25])([CH3:24])[CH3:23])=[O:20])([C:4]([CH3:7])([CH3:6])[CH3:5])([CH3:3])[CH3:2].CCN(CC)CC.[CH3:37][S:38](Cl)(=[O:40])=[O:39]. The catalyst is C(Cl)Cl. The product is [Si:1]([O:8][CH2:9][C@H:10]([CH2:26][CH2:27][CH2:28][O:29][S:38]([CH3:37])(=[O:40])=[O:39])[CH2:11][C@H:12]1[CH2:16][O:15][C:14]([CH3:18])([CH3:17])[N:13]1[C:19]([O:21][C:22]([CH3:25])([CH3:24])[CH3:23])=[O:20])([C:4]([CH3:7])([CH3:6])[CH3:5])([CH3:3])[CH3:2]. The yield is 1.00. (4) The reactants are [C:1]([C:5]1[CH:6]=[C:7]2[C:12](=[CH:13][CH:14]=1)[C:11](=[O:15])[NH:10][C:9](=[O:16])/[C:8]/2=[CH:17]/OC)([CH3:4])([CH3:3])[CH3:2].[NH2:20][CH2:21][C:22]1[CH:27]=[C:26]([OH:28])[C:25]([C:29]2[CH:34]=[CH:33][CH:32]=[CH:31][CH:30]=2)=[CH:24][N:23]=1. The catalyst is CN(C)C=O. The product is [C:1]([C:5]1[CH:6]=[C:7]2[C:12](=[CH:13][CH:14]=1)[C:11](=[O:15])[NH:10][C:9](=[O:16])[C:8]2=[CH:17][NH:20][CH2:21][C:22]1[CH:27]=[C:26]([OH:28])[C:25]([C:29]2[CH:30]=[CH:31][CH:32]=[CH:33][CH:34]=2)=[CH:24][N:23]=1)([CH3:4])([CH3:3])[CH3:2]. The yield is 0.660. (5) The product is [N:11]1([C:14]2[C:19]([C:20]([O:22][CH3:23])=[O:21])=[CH:18][N:17]=[C:16]3[NH:24][CH:25]=[CH:26][C:15]=23)[CH2:10][CH2:9][NH:8][CH2:13][CH2:12]1. The reactants are C(OC([N:8]1[CH2:13][CH2:12][N:11]([C:14]2[C:19]([C:20]([O:22][CH3:23])=[O:21])=[CH:18][N:17]=[C:16]3[N:24](C(OC(C)(C)C)=O)[CH:25]=[CH:26][C:15]=23)[CH2:10][CH2:9]1)=O)(C)(C)C.C(O)(C(F)(F)F)=O. The yield is 0.989. The catalyst is C(Cl)Cl.